From a dataset of Peptide-MHC class I binding affinity with 185,985 pairs from IEDB/IMGT. Regression. Given a peptide amino acid sequence and an MHC pseudo amino acid sequence, predict their binding affinity value. This is MHC class I binding data. (1) The peptide sequence is DIKDTKEAL. The MHC is HLA-B15:09 with pseudo-sequence HLA-B15:09. The binding affinity (normalized) is 0.0847. (2) The peptide sequence is SLAIKNYYRK. The MHC is HLA-A03:01 with pseudo-sequence HLA-A03:01. The binding affinity (normalized) is 0.671.